This data is from Catalyst prediction with 721,799 reactions and 888 catalyst types from USPTO. The task is: Predict which catalyst facilitates the given reaction. (1) Reactant: [CH3:1][O:2][C:3]1[CH:8]=[C:7](F)[C:6]([CH3:10])=[CH:5][C:4]=1[N+:11]([O-:13])=[O:12].[N:14]1([C:21]([O:23][C:24]([CH3:27])([CH3:26])[CH3:25])=[O:22])[CH2:20][CH2:19][CH2:18][NH:17][CH2:16][CH2:15]1.C([O-])([O-])=O.[K+].[K+].O. Product: [CH3:10][C:6]1[CH:5]=[C:4]([N+:11]([O-:13])=[O:12])[C:3]([O:2][CH3:1])=[CH:8][C:7]=1[N:17]1[CH2:18][CH2:19][CH2:20][N:14]([C:21]([O:23][C:24]([CH3:27])([CH3:26])[CH3:25])=[O:22])[CH2:15][CH2:16]1. The catalyst class is: 16. (2) Reactant: Cl[C:2]1[C:7]([C:8]([O:10][CH2:11][CH3:12])=[O:9])=[C:6]([CH2:13][CH3:14])[N:5]=[C:4]2[N:15]([CH2:18][CH3:19])[N:16]=[CH:17][C:3]=12.Cl.[O:21]1[CH2:26][CH2:25][CH:24]([NH2:27])[CH2:23][CH2:22]1.CCN(C(C)C)C(C)C. Product: [CH2:18]([N:15]1[C:4]2=[N:5][C:6]([CH2:13][CH3:14])=[C:7]([C:8]([O:10][CH2:11][CH3:12])=[O:9])[C:2]([NH:27][CH:24]3[CH2:25][CH2:26][O:21][CH2:22][CH2:23]3)=[C:3]2[CH:17]=[N:16]1)[CH3:19]. The catalyst class is: 60. (3) Reactant: C[O:2][C:3](=[O:28])[C:4]1[CH:9]=[CH:8][C:7]([C:10]2[C:15]([C:16]#[C:17][C:18]3[CH:19]=[N:20][C:21]([NH2:24])=[CH:22][CH:23]=3)=[C:14]([CH2:25][CH3:26])[N:13]=[CH:12][N:11]=2)=[CH:6][C:5]=1[Cl:27].[Li+].[OH-]. Product: [NH2:24][C:21]1[N:20]=[CH:19][C:18]([C:17]#[C:16][C:15]2[C:10]([C:7]3[CH:8]=[CH:9][C:4]([C:3]([OH:28])=[O:2])=[C:5]([Cl:27])[CH:6]=3)=[N:11][CH:12]=[N:13][C:14]=2[CH2:25][CH3:26])=[CH:23][CH:22]=1. The catalyst class is: 90. (4) Product: [CH3:1][N:2]1[CH2:7][CH2:6][N:5]([CH2:8][CH2:9][SH:13])[CH2:4][CH2:3]1. The catalyst class is: 40. Reactant: [CH3:1][N:2]1[CH2:7][CH2:6][N:5]([CH2:8][CH2:9]Cl)[CH2:4][CH2:3]1.NC(N)=[S:13].[OH-].[Na+]. (5) Reactant: [CH2:1]([O:8][CH:9]([C:19](=O)[C:20]#[C:21][C:22]1[CH:27]=[CH:26][C:25]([Cl:28])=[CH:24][CH:23]=1)[CH2:10][NH:11][C:12](=[O:18])[O:13][C:14]([CH3:17])([CH3:16])[CH3:15])[C:2]1[CH:7]=[CH:6][CH:5]=[CH:4][CH:3]=1.[NH2:30][NH2:31]. Product: [CH2:1]([O:8][CH:9]([C:19]1[NH:31][N:30]=[C:21]([C:22]2[CH:27]=[CH:26][C:25]([Cl:28])=[CH:24][CH:23]=2)[CH:20]=1)[CH2:10][NH:11][C:12](=[O:18])[O:13][C:14]([CH3:17])([CH3:16])[CH3:15])[C:2]1[CH:7]=[CH:6][CH:5]=[CH:4][CH:3]=1. The catalyst class is: 8. (6) Reactant: C([O:8][C:9](=[O:45])[CH2:10][NH:11][C:12](=[O:44])[C@@H:13]1[CH2:17][C@@H:16]([O:18][CH3:19])[CH2:15][N:14]1[C:20](=[O:43])[C@@H:21]1[CH2:25][CH2:24][CH2:23][N:22]1[C:26]([O:28][CH2:29][CH:30]1[C:42]2[CH:41]=[CH:40][CH:39]=[CH:38][C:37]=2[C:36]2[C:31]1=[CH:32][CH:33]=[CH:34][CH:35]=2)=[O:27])C1C=CC=CC=1.C(Cl)Cl.CO.CCO. Product: [CH:32]1[C:31]2[CH:30]([CH2:29][O:28][C:26]([N:22]3[CH2:23][CH2:24][CH2:25][C@H:21]3[C:20]([N:14]3[CH2:15][C@H:16]([O:18][CH3:19])[CH2:17][C@H:13]3[C:12]([NH:11][CH2:10][C:9]([OH:45])=[O:8])=[O:44])=[O:43])=[O:27])[C:42]3[C:37](=[CH:38][CH:39]=[CH:40][CH:41]=3)[C:36]=2[CH:35]=[CH:34][CH:33]=1. The catalyst class is: 19.